Dataset: Full USPTO retrosynthesis dataset with 1.9M reactions from patents (1976-2016). Task: Predict the reactants needed to synthesize the given product. (1) The reactants are: [C:1]([Si:5]([O:8][CH2:9][C:10]1[CH:15]=[CH:14][C:13](I)=[CH:12][C:11]=1[Cl:17])([CH3:7])[CH3:6])([CH3:4])([CH3:3])[CH3:2].[Br:18][C:19]1[CH:24]=[CH:23][C:22](B(O)O)=[CH:21][CH:20]=1. Given the product [Br:18][C:19]1[CH:24]=[CH:23][C:22]([C:13]2[CH:14]=[CH:15][C:10]([CH2:9][O:8][Si:5]([C:1]([CH3:4])([CH3:3])[CH3:2])([CH3:7])[CH3:6])=[C:11]([Cl:17])[CH:12]=2)=[CH:21][CH:20]=1, predict the reactants needed to synthesize it. (2) Given the product [Br:23][C:6]1[CH:5]=[CH:4][C:3]([O:2][CH3:1])=[C:12]2[C:7]=1[CH2:8][CH2:9][C@H:10]([N:13]1[CH2:17][CH2:16][CH2:15][CH2:14]1)[CH2:11]2, predict the reactants needed to synthesize it. The reactants are: [CH3:1][O:2][C:3]1[CH:4]=[CH:5][CH:6]=[C:7]2[C:12]=1[CH2:11][C@@H:10]([N:13]1[CH2:17][CH2:16][CH2:15][CH2:14]1)[CH2:9][CH2:8]2.C([O-])(=O)C.[Na+].[Br:23]Br. (3) Given the product [ClH:23].[CH3:25][O:12][C:10](=[O:11])[C@H:9]([NH2:8])[CH2:13][C:14]1[CH:19]=[CH:18][CH:17]=[CH:16][C:15]=1[F:20], predict the reactants needed to synthesize it. The reactants are: C(OC([NH:8][C@H:9]([CH2:13][C:14]1[CH:19]=[CH:18][CH:17]=[CH:16][C:15]=1[F:20])[C:10]([OH:12])=[O:11])=O)(C)(C)C.S(Cl)([Cl:23])=O.[CH3:25]O. (4) Given the product [CH2:13]([N:12]([CH2:16][CH2:17][CH3:18])[C:9]1([C:6]2[CH:7]=[CH:8][C:3]([C:1]#[C:2][C:26]3[CH:27]=[CH:28][C:23]([C:22]([O:21][CH2:19][CH3:20])=[O:30])=[CH:24][CH:25]=3)=[CH:4][CH:5]=2)[CH2:10][CH2:11]1)[CH2:14][CH3:15], predict the reactants needed to synthesize it. The reactants are: [C:1]([C:3]1[CH:8]=[CH:7][C:6]([C:9]2([N:12]([CH2:16][CH2:17][CH3:18])[CH2:13][CH2:14][CH3:15])[CH2:11][CH2:10]2)=[CH:5][CH:4]=1)#[CH:2].[CH2:19]([O:21][C:22](=[O:30])[C:23]1[CH:28]=[CH:27][C:26](I)=[CH:25][CH:24]=1)[CH3:20]. (5) Given the product [N:1]1([CH2:5][CH2:6][C:7]2[N:11]([CH3:12])[N:10]=[N:9][C:8]=2[CH2:13][O:14][C:16]2[C:25]3[C:20](=[CH:21][CH:22]=[CH:23][CH:24]=3)[C:19]3=[N:26][N:27]=[C:28]([C:29]4[CH:33]=[C:32]([CH3:34])[O:31][N:30]=4)[N:18]3[N:17]=2)[CH2:2][CH2:3][CH2:4]1, predict the reactants needed to synthesize it. The reactants are: [N:1]1([CH2:5][CH2:6][C:7]2[N:11]([CH3:12])[N:10]=[N:9][C:8]=2[CH2:13][OH:14])[CH2:4][CH2:3][CH2:2]1.Cl[C:16]1[C:25]2[C:20](=[CH:21][CH:22]=[CH:23][CH:24]=2)[C:19]2=[N:26][N:27]=[C:28]([C:29]3[CH:33]=[C:32]([CH3:34])[O:31][N:30]=3)[N:18]2[N:17]=1.